Binary Classification. Given a T-cell receptor sequence (or CDR3 region) and an epitope sequence, predict whether binding occurs between them. From a dataset of TCR-epitope binding with 47,182 pairs between 192 epitopes and 23,139 TCRs. (1) The epitope is TLIGDCATV. The TCR CDR3 sequence is CASSLSGGGPPGTQYF. Result: 1 (the TCR binds to the epitope). (2) The TCR CDR3 sequence is CASSSDPRYGYTF. Result: 0 (the TCR does not bind to the epitope). The epitope is KLFIRQEEV. (3) The epitope is PROT_97E67BCC. The TCR CDR3 sequence is CASSARTSGGQDEQFF. Result: 1 (the TCR binds to the epitope). (4) The epitope is PKYVKQNTLKLAT. The TCR CDR3 sequence is CASSVGPGPGDTEAFF. Result: 1 (the TCR binds to the epitope). (5) The epitope is GLIYNRMGAVTTEV. The TCR CDR3 sequence is CSASQGQGQLAQHF. Result: 1 (the TCR binds to the epitope). (6) The epitope is TPINLVRDL. The TCR CDR3 sequence is CASSYRTAGDTIYF. Result: 1 (the TCR binds to the epitope). (7) Result: 0 (the TCR does not bind to the epitope). The epitope is YVLDHLIVV. The TCR CDR3 sequence is CASADRGGYNEQFF.